This data is from Forward reaction prediction with 1.9M reactions from USPTO patents (1976-2016). The task is: Predict the product of the given reaction. Given the reactants [CH3:1][C@:2]12[CH2:22][CH2:21][C:16]3([O:20][CH2:19][CH2:18][O:17]3)[CH2:15][CH:14]1[CH2:13][CH2:12][C@@H:11]1[C@@H:3]2[C@@H:4]([OH:30])[CH2:5][C@@:6]2([CH3:29])[C@H:10]1[CH2:9][CH2:8][C@@H:7]2[C:23]1([CH3:28])OCC[O:24]1.OS(O)(=O)=O, predict the reaction product. The product is: [OH:30][C@@H:4]1[C@H:3]2[C@@H:11]([CH2:12][CH:13]=[C:14]3[C@:2]2([CH3:1])[CH2:22][CH2:21][C:16]2([O:20][CH2:19][CH2:18][O:17]2)[CH2:15]3)[C@H:10]2[C@@:6]([CH3:29])([C@@H:7]([C:23](=[O:24])[CH3:28])[CH2:8][CH2:9]2)[CH2:5]1.